This data is from Full USPTO retrosynthesis dataset with 1.9M reactions from patents (1976-2016). The task is: Predict the reactants needed to synthesize the given product. (1) Given the product [C:8]([C:5]1[N:6]=[CH:7][C:2]([N:13]2[CH2:12][CH2:11][N:10]([C:16]([O:18][C:19]([CH3:22])([CH3:21])[CH3:20])=[O:17])[CH2:15][CH2:14]2)=[CH:3][CH:4]=1)#[N:9], predict the reactants needed to synthesize it. The reactants are: Br[C:2]1[CH:3]=[CH:4][C:5]([C:8]#[N:9])=[N:6][CH:7]=1.[N:10]1([C:16]([O:18][C:19]([CH3:22])([CH3:21])[CH3:20])=[O:17])[CH2:15][CH2:14][NH:13][CH2:12][CH2:11]1.C(=O)([O-])[O-].[Cs+].[Cs+].CNC1CCCCC1NC. (2) Given the product [NH2:1][C:4]1[CH:12]=[C:11]2[C:7]([CH:8]=[N:9][N:10]2[C:13]([O:15][C:16]([CH3:19])([CH3:18])[CH3:17])=[O:14])=[CH:6][CH:5]=1, predict the reactants needed to synthesize it. The reactants are: [N+:1]([C:4]1[CH:12]=[C:11]2[C:7]([CH:8]=[N:9][N:10]2[C:13]([O:15][C:16]([CH3:19])([CH3:18])[CH3:17])=[O:14])=[CH:6][CH:5]=1)([O-])=O. (3) The reactants are: [CH2:1]([N:5]1[C:14]2[C:9](=[N:10][CH:11]=[C:12]([CH2:15][C:16]3[CH:21]=[CH:20][C:19]([F:22])=[CH:18][CH:17]=3)[CH:13]=2)[C:8]([OH:23])=[C:7]([C:24](OCC)=[O:25])[C:6]1=[O:29])[CH2:2][CH2:3][CH3:4].[NH2:30][CH2:31][CH2:32][CH2:33][N:34]1[CH2:38][CH2:37][CH2:36][C:35]1=[O:39]. Given the product [CH2:1]([N:5]1[C:14]2[C:9](=[N:10][CH:11]=[C:12]([CH2:15][C:16]3[CH:21]=[CH:20][C:19]([F:22])=[CH:18][CH:17]=3)[CH:13]=2)[C:8]([OH:23])=[C:7]([C:24]([NH:30][CH2:31][CH2:32][CH2:33][N:34]2[CH2:38][CH2:37][CH2:36][C:35]2=[O:39])=[O:25])[C:6]1=[O:29])[CH2:2][CH2:3][CH3:4], predict the reactants needed to synthesize it.